From a dataset of Peptide-MHC class II binding affinity with 134,281 pairs from IEDB. Regression. Given a peptide amino acid sequence and an MHC pseudo amino acid sequence, predict their binding affinity value. This is MHC class II binding data. (1) The peptide sequence is EEDIEIIPIKEEEY. The MHC is HLA-DQA10501-DQB10201 with pseudo-sequence HLA-DQA10501-DQB10201. The binding affinity (normalized) is 0.671. (2) The peptide sequence is ELYKYKVVKIEPLGV. The MHC is H-2-IAk with pseudo-sequence H-2-IAk. The binding affinity (normalized) is 0.0760.